Dataset: Reaction yield outcomes from USPTO patents with 853,638 reactions. Task: Predict the reaction yield, written as a fraction of the theoretical maximum amount of product (1.0 means a 100% yield; for example, 0.34 means a 34% yield). The reactants are [F:1][C:2]1[CH:7]=[CH:6][C:5]([C:8]2[C:16]3[C:11](=[CH:12][CH:13]=[C:14](/[CH:17]=[CH:18]/[C:19]([O:21]CC)=[O:20])[CH:15]=3)[NH:10][N:9]=2)=[CH:4][CH:3]=1.[OH-].[Li+].Cl. The catalyst is O1CCCC1.O. The product is [F:1][C:2]1[CH:3]=[CH:4][C:5]([C:8]2[C:16]3[C:11](=[CH:12][CH:13]=[C:14](/[CH:17]=[CH:18]/[C:19]([OH:21])=[O:20])[CH:15]=3)[NH:10][N:9]=2)=[CH:6][CH:7]=1. The yield is 0.480.